Dataset: Full USPTO retrosynthesis dataset with 1.9M reactions from patents (1976-2016). Task: Predict the reactants needed to synthesize the given product. (1) Given the product [C:16]1([S:22]([N:11]2[C:12]3[C:8](=[C:7]([C:2]4[CH:3]=[N:4][CH:5]=[CH:6][N:1]=4)[CH:15]=[CH:14][CH:13]=3)[CH:9]=[CH:10]2)(=[O:24])=[O:23])[CH:21]=[CH:20][CH:19]=[CH:18][CH:17]=1, predict the reactants needed to synthesize it. The reactants are: [N:1]1[CH:6]=[CH:5][N:4]=[CH:3][C:2]=1[C:7]1[CH:15]=[CH:14][CH:13]=[C:12]2[C:8]=1[CH:9]=[CH:10][NH:11]2.[C:16]1([S:22](Cl)(=[O:24])=[O:23])[CH:21]=[CH:20][CH:19]=[CH:18][CH:17]=1.[OH-].[Na+]. (2) Given the product [OH:38][C@@:31]1([C:29]#[C:30][C:2]2[CH:22]=[CH:21][C:5]3[O:6][CH2:7][C:8]4([C:11]5[N:12]([N:13]=[C:14]([C:16]([NH2:24])=[O:17])[CH:15]=5)[C:4]=3[CH:3]=2)[CH2:10][CH2:9]4)[CH2:35][CH2:34][N:33]([CH3:36])[C:32]1=[O:37], predict the reactants needed to synthesize it. The reactants are: I[C:2]1[CH:22]=[CH:21][C:5]2[O:6][CH2:7][C:8]3([C:11]4[N:12]([N:13]=[C:14]([C:16](OCC)=[O:17])[CH:15]=4)[C:4]=2[CH:3]=1)[CH2:10][CH2:9]3.C(N)=[NH:24].C[O-].[Na+].[C:29]([C@:31]1([OH:38])[CH2:35][CH2:34][N:33]([CH3:36])[C:32]1=[O:37])#[CH:30]. (3) Given the product [CH3:1][O:2][C:3]([C:5]1[CH:13]=[C:12]2[C:8]([C:9]([NH:24][CH2:23][CH2:22][N:17]3[CH2:21][CH2:20][CH2:19][CH2:18]3)=[N:10][NH:11]2)=[CH:7][CH:6]=1)=[O:4], predict the reactants needed to synthesize it. The reactants are: [CH3:1][O:2][C:3]([C:5]1[CH:6]=[CH:7][C:8]2[C:12]([CH:13]=1)=[N:11][N:10]([N+]([O-])=O)[CH:9]=2)=[O:4].[N:17]1([CH2:22][CH2:23][NH2:24])[CH2:21][CH2:20][CH2:19][CH2:18]1. (4) Given the product [ClH:1].[ClH:1].[NH2:3][C@@H:4]([CH2:13][CH:14]1[CH2:19][CH2:20][CH2:15][CH2:16][CH2:17]1)[C@H:5]([OH:12])[C:6]([NH:8][CH:9]1[CH2:10][CH2:11]1)=[O:7], predict the reactants needed to synthesize it. The reactants are: [ClH:1].Cl.[NH2:3][C@@H:4]([CH2:13][CH3:14])[C@H:5]([OH:12])[C:6]([NH:8][CH:9]1[CH2:11][CH2:10]1)=[O:7].[CH:15]1(C[C@H](NC(=O)OC(C)(C)C)CO)[CH2:20][CH2:19]C[CH2:17][CH2:16]1. (5) Given the product [ClH:49].[CH3:1][C:2]1[C:10]2[N:9]=[C:8](/[CH:11]=[CH:12]/[C:13]3[CH:18]=[CH:17][CH:16]=[CH:15][CH:14]=3)[N:7]([C:20]3[CH:25]=[CH:24][CH:23]=[CH:22][N:21]=3)[C:6]=2[CH:5]=[CH:4][CH:3]=1, predict the reactants needed to synthesize it. The reactants are: [CH3:1][C:2]1[C:10]2[N:9]=[C:8](/[CH:11]=[CH:12]/[C:13]3[CH:18]=[CH:17][CH:16]=[CH:15][CH:14]=3)[NH:7][C:6]=2[CH:5]=[CH:4][CH:3]=1.F[C:20]1[CH:25]=[CH:24][CH:23]=[CH:22][N:21]=1.N1C=CC=CC=1N1C2C=CC=CC=2N=C1/C=C/C1C=CC=CC=1.[ClH:49]. (6) Given the product [CH3:15][O:14][C:13]1[CH:12]=[C:11]2[C:7]([CH2:8][C:9]3[C:10]2=[N:43][NH:44][C:32]=3[NH:31][C:27]2[CH:28]=[CH:29][CH:30]=[C:25]([O:24][CH3:23])[CH:26]=2)=[CH:6][C:5]=1[O:4][CH2:3][CH:2]([OH:1])[CH2:17][N:18]1[CH2:22][CH2:21][CH2:20][CH2:19]1, predict the reactants needed to synthesize it. The reactants are: [OH:1][CH:2]([CH2:17][N:18]1[CH2:22][CH2:21][CH2:20][CH2:19]1)[CH2:3][O:4][C:5]1[CH:6]=[C:7]2[C:11](=[CH:12][C:13]=1[O:14][CH3:15])[C:10](=O)[CH2:9][CH2:8]2.[CH3:23][O:24][C:25]1[CH:26]=[C:27]([N:31]=[C:32]=S)[CH:28]=[CH:29][CH:30]=1.C[Si](C)(C)[Si](C)(C)C.[Li].[NH2:43][NH2:44].C(O)(=O)C. (7) Given the product [NH2:24][C:12]1[C:13]([CH:21]2[CH2:23][CH2:22]2)=[CH:14][C:15]2[C:10]([CH:11]=1)=[N:9][N:8]([C:5]1[CH:4]=[CH:3][C:2]([Cl:1])=[CH:7][CH:6]=1)[C:16]=2[C:17]([NH:19][CH3:20])=[O:18], predict the reactants needed to synthesize it. The reactants are: [Cl:1][C:2]1[CH:7]=[CH:6][C:5]([N:8]2[C:16]([C:17]([NH:19][CH3:20])=[O:18])=[C:15]3[C:10]([CH:11]=[C:12]([N+:24]([O-])=O)[C:13]([CH:21]4[CH2:23][CH2:22]4)=[CH:14]3)=[N:9]2)=[CH:4][CH:3]=1.